Dataset: Peptide-MHC class I binding affinity with 185,985 pairs from IEDB/IMGT. Task: Regression. Given a peptide amino acid sequence and an MHC pseudo amino acid sequence, predict their binding affinity value. This is MHC class I binding data. (1) The peptide sequence is LMSGKDVFY. The MHC is HLA-A80:01 with pseudo-sequence HLA-A80:01. The binding affinity (normalized) is 0.400. (2) The peptide sequence is TNAEFTFQL. The MHC is HLA-A02:02 with pseudo-sequence HLA-A02:02. The binding affinity (normalized) is 0.445.